This data is from hERG Central: cardiac toxicity at 1µM, 10µM, and general inhibition. The task is: Predict hERG channel inhibition at various concentrations. The drug is CCOc1ccc(N2CC(C(=O)OCC(=O)c3ccc(OC)cc3)CC2=O)cc1. Results: hERG_inhib (hERG inhibition (general)): blocker.